From a dataset of NCI-60 drug combinations with 297,098 pairs across 59 cell lines. Regression. Given two drug SMILES strings and cell line genomic features, predict the synergy score measuring deviation from expected non-interaction effect. (1) Drug 1: CN(C)N=NC1=C(NC=N1)C(=O)N. Drug 2: CC1=C2C(C(=O)C3(C(CC4C(C3C(C(C2(C)C)(CC1OC(=O)C(C(C5=CC=CC=C5)NC(=O)OC(C)(C)C)O)O)OC(=O)C6=CC=CC=C6)(CO4)OC(=O)C)O)C)O. Cell line: SK-OV-3. Synergy scores: CSS=36.4, Synergy_ZIP=2.16, Synergy_Bliss=4.14, Synergy_Loewe=-16.0, Synergy_HSA=5.66. (2) Drug 1: CC1=C(C(CCC1)(C)C)C=CC(=CC=CC(=CC(=O)O)C)C. Drug 2: CCC1=C2CN3C(=CC4=C(C3=O)COC(=O)C4(CC)O)C2=NC5=C1C=C(C=C5)O. Cell line: NCI-H226. Synergy scores: CSS=7.68, Synergy_ZIP=-1.12, Synergy_Bliss=1.70, Synergy_Loewe=-18.9, Synergy_HSA=0.244. (3) Drug 1: CC(CN1CC(=O)NC(=O)C1)N2CC(=O)NC(=O)C2. Drug 2: CCC1(C2=C(COC1=O)C(=O)N3CC4=CC5=C(C=CC(=C5CN(C)C)O)N=C4C3=C2)O.Cl. Cell line: NCI-H322M. Synergy scores: CSS=3.29, Synergy_ZIP=0.182, Synergy_Bliss=2.23, Synergy_Loewe=1.67, Synergy_HSA=1.59. (4) Drug 2: C1C(C(OC1N2C=NC(=NC2=O)N)CO)O. Cell line: OVCAR-4. Drug 1: C1C(C(OC1N2C=NC3=C2NC=NCC3O)CO)O. Synergy scores: CSS=20.8, Synergy_ZIP=-2.39, Synergy_Bliss=-0.282, Synergy_Loewe=-10.0, Synergy_HSA=-0.667. (5) Drug 1: CC1=C(C(=CC=C1)Cl)NC(=O)C2=CN=C(S2)NC3=CC(=NC(=N3)C)N4CCN(CC4)CCO. Cell line: HCT116. Drug 2: B(C(CC(C)C)NC(=O)C(CC1=CC=CC=C1)NC(=O)C2=NC=CN=C2)(O)O. Synergy scores: CSS=26.4, Synergy_ZIP=-2.01, Synergy_Bliss=-2.17, Synergy_Loewe=-6.86, Synergy_HSA=-0.00233. (6) Drug 2: C1C(C(OC1N2C=NC(=NC2=O)N)CO)O. Drug 1: C1CN(CCN1C(=O)CCBr)C(=O)CCBr. Synergy scores: CSS=12.1, Synergy_ZIP=-4.21, Synergy_Bliss=4.08, Synergy_Loewe=4.17, Synergy_HSA=5.18. Cell line: MDA-MB-231. (7) Drug 2: CC1=C2C(C(=O)C3(C(CC4C(C3C(C(C2(C)C)(CC1OC(=O)C(C(C5=CC=CC=C5)NC(=O)OC(C)(C)C)O)O)OC(=O)C6=CC=CC=C6)(CO4)OC(=O)C)O)C)O. Cell line: HS 578T. Synergy scores: CSS=30.6, Synergy_ZIP=-7.59, Synergy_Bliss=-6.46, Synergy_Loewe=-18.6, Synergy_HSA=-6.20. Drug 1: CC1C(C(CC(O1)OC2CC(CC3=C2C(=C4C(=C3O)C(=O)C5=C(C4=O)C(=CC=C5)OC)O)(C(=O)C)O)N)O.Cl. (8) Drug 1: C1C(C(OC1N2C=C(C(=O)NC2=O)F)CO)O. Drug 2: C(CCl)NC(=O)N(CCCl)N=O. Cell line: SF-295. Synergy scores: CSS=18.4, Synergy_ZIP=-10.1, Synergy_Bliss=-4.59, Synergy_Loewe=-6.71, Synergy_HSA=-4.00. (9) Drug 1: CC1=C(C=C(C=C1)C(=O)NC2=CC(=CC(=C2)C(F)(F)F)N3C=C(N=C3)C)NC4=NC=CC(=N4)C5=CN=CC=C5. Synergy scores: CSS=50.0, Synergy_ZIP=0.668, Synergy_Bliss=-0.813, Synergy_Loewe=-16.1, Synergy_HSA=1.00. Cell line: SR. Drug 2: CCC1(C2=C(COC1=O)C(=O)N3CC4=CC5=C(C=CC(=C5CN(C)C)O)N=C4C3=C2)O.Cl. (10) Drug 1: C1=CC(=C2C(=C1NCCNCCO)C(=O)C3=C(C=CC(=C3C2=O)O)O)NCCNCCO. Drug 2: C1=CN(C=N1)CC(O)(P(=O)(O)O)P(=O)(O)O. Cell line: HCC-2998. Synergy scores: CSS=-0.847, Synergy_ZIP=-13.4, Synergy_Bliss=-28.3, Synergy_Loewe=-39.8, Synergy_HSA=-27.4.